Dataset: Catalyst prediction with 721,799 reactions and 888 catalyst types from USPTO. Task: Predict which catalyst facilitates the given reaction. (1) The catalyst class is: 1. Product: [C:5]([NH:3][CH2:2][CH2:1][NH2:4])([O:7][C:8]([CH3:11])([CH3:10])[CH3:9])=[O:6]. Reactant: [CH2:1]([NH2:4])[CH2:2][NH2:3].[C:5](O[C:5]([O:7][C:8]([CH3:11])([CH3:10])[CH3:9])=[O:6])([O:7][C:8]([CH3:11])([CH3:10])[CH3:9])=[O:6]. (2) Reactant: C(Cl)(Cl)Cl.[Br:5][C:6]1[CH:11]=[CH:10][C:9]([CH:12]2[C:16]([OH:17])=[C:15]([C:18]([CH3:20])=[O:19])[CH2:14][S:13]2)=[CH:8][CH:7]=1.S(Cl)(Cl)(=O)=O.O. Product: [Br:5][C:6]1[CH:7]=[CH:8][C:9]([C:12]2[S:13][CH:14]=[C:15]([C:18]([CH3:20])=[O:19])[C:16]=2[OH:17])=[CH:10][CH:11]=1. The catalyst class is: 41.